From a dataset of Full USPTO retrosynthesis dataset with 1.9M reactions from patents (1976-2016). Predict the reactants needed to synthesize the given product. (1) Given the product [C:18]([O:17][C:16](=[O:22])[NH:15][CH2:12][C:13]#[C:14][C:2]1[CH:7]=[N:6][C:5]([CH3:8])=[C:4]([N+:9]([O-:11])=[O:10])[CH:3]=1)([CH3:21])([CH3:20])[CH3:19], predict the reactants needed to synthesize it. The reactants are: Br[C:2]1[CH:3]=[C:4]([N+:9]([O-:11])=[O:10])[C:5]([CH3:8])=[N:6][CH:7]=1.[CH2:12]([NH:15][C:16](=[O:22])[O:17][C:18]([CH3:21])([CH3:20])[CH3:19])[C:13]#[CH:14]. (2) The reactants are: [C:1]([OH:9])(=O)[C:2]1[CH:7]=[CH:6][CH:5]=[N:4][CH:3]=1.Cl.C(N=C=NCCCN(C)C)C.ON1C2C=CC=CC=2N=N1.C(N(C(C)C)CC)(C)C.[CH3:41][C:42]1[C:43]([NH2:54])=[N:44][N:45]([CH2:47][C:48]2[N:53]=[CH:52][CH:51]=[CH:50][N:49]=2)[CH:46]=1. Given the product [CH3:41][C:42]1[C:43]([NH:54][C:1](=[O:9])[C:2]2[CH:7]=[CH:6][CH:5]=[N:4][CH:3]=2)=[N:44][N:45]([CH2:47][C:48]2[N:53]=[CH:52][CH:51]=[CH:50][N:49]=2)[CH:46]=1, predict the reactants needed to synthesize it. (3) Given the product [CH:25]1([CH2:24][S:23][C:18]2[C:17]([CH2:16][O:15][C:11]3[C:12]([F:14])=[CH:13][C:8]([CH:6]4[CH2:7][CH:5]4[C:3]([OH:4])=[O:2])=[CH:9][C:10]=3[F:28])=[CH:22][CH:21]=[CH:20][N:19]=2)[CH2:27][CH2:26]1, predict the reactants needed to synthesize it. The reactants are: C[O:2][C:3]([CH:5]1[CH2:7][CH:6]1[C:8]1[CH:13]=[C:12]([F:14])[C:11]([O:15][CH2:16][C:17]2[C:18]([S:23][CH2:24][CH:25]3[CH2:27][CH2:26]3)=[N:19][CH:20]=[CH:21][CH:22]=2)=[C:10]([F:28])[CH:9]=1)=[O:4].[OH-].[Na+]. (4) Given the product [Cl:1][C:2]1[CH:3]=[N:4][C:5]2[N:19]=[C:20]([NH2:22])[N:21]=[CH:7][C:6]=2[CH:9]=1, predict the reactants needed to synthesize it. The reactants are: [Cl:1][C:2]1[CH:3]=[N:4][C:5](F)=[C:6]([CH:9]=1)[CH:7]=O.C(N(CC)CC)C.Cl.[NH2:19][C:20]([NH2:22])=[NH:21].